Dataset: Reaction yield outcomes from USPTO patents with 853,638 reactions. Task: Predict the reaction yield, written as a fraction of the theoretical maximum amount of product (1.0 means a 100% yield; for example, 0.34 means a 34% yield). (1) The reactants are [CH3:1][NH:2][S:3]([CH2:6][CH2:7][C:8]1[CH:13]=[CH:12][C:11]([NH2:14])=[CH:10][CH:9]=1)(=[O:5])=[O:4].C1C(=O)N([Br:22])C(=O)C1. The catalyst is C(Cl)Cl. The product is [CH3:1][NH:2][S:3]([CH2:6][CH2:7][C:8]1[CH:9]=[CH:10][C:11]([NH2:14])=[C:12]([Br:22])[CH:13]=1)(=[O:4])=[O:5]. The yield is 0.810. (2) The reactants are C([N-]C(C)C)(C)C.[Li+].[Cl:9][C:10]1[C:15]([Cl:16])=[CH:14][C:13]([Cl:17])=[CH:12][N:11]=1.[CH:18](OC)=[O:19].C([O-])(O)=O.[Na+]. The catalyst is C1COCC1. The product is [Cl:9][C:10]1[C:15]([Cl:16])=[C:14]([CH:18]=[O:19])[C:13]([Cl:17])=[CH:12][N:11]=1. The yield is 0.740. (3) The reactants are [CH3:1][C:2]1[CH:6]=[C:5]([CH3:7])[NH:4][C:3]=1[CH:8]=[O:9].[CH2:10]1C[O:13][CH2:12][CH2:11]1. The catalyst is O.C(O)(=O)C.C=O. The product is [OH:13][CH:12]1[CH2:11][CH2:10][N:4]([CH2:5][C:6]2[C:2]([CH3:1])=[C:3]([CH:8]=[O:9])[NH:4][C:5]=2[CH3:7])[CH2:3][CH2:2]1. The yield is 0.490.